Predict which catalyst facilitates the given reaction. From a dataset of Catalyst prediction with 721,799 reactions and 888 catalyst types from USPTO. (1) Reactant: C(OC[N:5]([C:40]1[CH:44]=[C:43]([CH3:45])[O:42][N:41]=1)[S:6]([C:9]1[CH:13]=[C:12]([CH3:14])[S:11][C:10]=1[C:15]1[CH:20]=[CH:19][C:18]([CH2:21][N:22]2[C:30]3[CH:29]=[C:28]([CH2:31][CH3:32])[N:27]=[C:26]([CH3:33])[C:25]=3[C:24]([C:34]3[CH:39]=[CH:38][CH:37]=[CH:36][CH:35]=3)=[N:23]2)=[CH:17][CH:16]=1)(=[O:8])=[O:7])C.Cl. Product: [CH3:45][C:43]1[O:42][N:41]=[C:40]([NH:5][S:6]([C:9]2[CH:13]=[C:12]([CH3:14])[S:11][C:10]=2[C:15]2[CH:16]=[CH:17][C:18]([CH2:21][N:22]3[C:30]4[CH:29]=[C:28]([CH2:31][CH3:32])[N:27]=[C:26]([CH3:33])[C:25]=4[C:24]([C:34]4[CH:39]=[CH:38][CH:37]=[CH:36][CH:35]=4)=[N:23]3)=[CH:19][CH:20]=2)(=[O:8])=[O:7])[CH:44]=1. The catalyst class is: 8. (2) Reactant: [CH2:1]([N:3](CC)CC)C.[C:8]([C:10]1[CH:15]=[CH:14][C:13]([CH:16]2[N:21]([CH2:22][C:23]([OH:25])=O)[C:20](=[O:26])[N:19]([C:27]3[CH:32]=[CH:31][CH:30]=[C:29]([C:33]([F:36])([F:35])[F:34])[CH:28]=3)[C:18]3[CH2:37][CH2:38][N:39]([CH3:42])[C:40](=[O:41])[C:17]2=3)=[CH:12][CH:11]=1)#[N:9].F[P-](F)(F)(F)(F)F.N1(OC(N(C)C)=[N+](C)C)C2N=CC=CC=2N=N1.CN. Product: [C:8]([C:10]1[CH:11]=[CH:12][C:13]([CH:16]2[N:21]([CH2:22][C:23]([NH:3][CH3:1])=[O:25])[C:20](=[O:26])[N:19]([C:27]3[CH:32]=[CH:31][CH:30]=[C:29]([C:33]([F:36])([F:35])[F:34])[CH:28]=3)[C:18]3[CH2:37][CH2:38][N:39]([CH3:42])[C:40](=[O:41])[C:17]2=3)=[CH:14][CH:15]=1)#[N:9]. The catalyst class is: 35. (3) Reactant: [N:1]1([C:7]2[CH:12]=[CH:11][C:10]([N:13]3[CH2:18][CH2:17][CH2:16][NH:15][C:14]3=[O:19])=[CH:9][CH:8]=2)[CH2:6][CH2:5][NH:4][CH2:3][CH2:2]1.CC1C=CC(S(O[CH2:31][CH2:32][CH2:33][CH2:34][C:35]2[C:43]3[C:38](=[CH:39][CH:40]=[C:41]([C:44]#[N:45])[CH:42]=3)[NH:37][CH:36]=2)(=O)=O)=CC=1.C(=O)([O-])[O-].[K+].[K+].[I-].[K+]. Product: [O:19]=[C:14]1[NH:15][CH2:16][CH2:17][CH2:18][N:13]1[C:10]1[CH:9]=[CH:8][C:7]([N:1]2[CH2:6][CH2:5][N:4]([CH2:31][CH2:32][CH2:33][CH2:34][C:35]3[C:43]4[C:38](=[CH:39][CH:40]=[C:41]([C:44]#[N:45])[CH:42]=4)[NH:37][CH:36]=3)[CH2:3][CH2:2]2)=[CH:12][CH:11]=1. The catalyst class is: 10. (4) Reactant: [NH2:1][C:2]1[C:7]([OH:8])=[C:6]([S:9]([N:12]2[CH2:17][CH2:16][NH:15][CH2:14][CH2:13]2)(=[O:11])=[O:10])[C:5]([Cl:18])=[CH:4][CH:3]=1.[C:19](O[C:19]([O:21][C:22]([CH3:25])([CH3:24])[CH3:23])=[O:20])([O:21][C:22]([CH3:25])([CH3:24])[CH3:23])=[O:20]. Product: [C:22]([O:21][C:19]([N:15]1[CH2:16][CH2:17][N:12]([S:9]([C:6]2[C:5]([Cl:18])=[CH:4][CH:3]=[C:2]([NH2:1])[C:7]=2[OH:8])(=[O:11])=[O:10])[CH2:13][CH2:14]1)=[O:20])([CH3:25])([CH3:24])[CH3:23]. The catalyst class is: 2. (5) Reactant: [C:1]([CH2:3]P(=O)(OCC)OCC)#[N:2].[H-].[Na+].[Br:14][C:15]1[CH:23]=[CH:22][C:21]2[C:17](=[CH:18][N:19]([CH3:24])[N:20]=2)[C:16]=1[CH:25]=O. Product: [Br:14][C:15]1[CH:23]=[CH:22][C:21]2[C:17](=[CH:18][N:19]([CH3:24])[N:20]=2)[C:16]=1/[CH:25]=[CH:3]/[C:1]#[N:2]. The catalyst class is: 627. (6) Reactant: Br[CH2:2][C:3]1[CH:4]=[CH:5][C:6]([F:9])=[N:7][CH:8]=1.[F:10][C:11]([F:22])([F:21])[C:12]([N:14]=[C:15]1[CH:20]=[CH:19][CH:18]=[CH:17][NH:16]1)=[O:13].C(=O)([O-])[O-].[K+].[K+]. Product: [F:9][C:6]1[N:7]=[CH:8][C:3]([CH2:2][N:16]2[CH:17]=[CH:18][CH:19]=[CH:20][C:15]2=[N:14][C:12](=[O:13])[C:11]([F:21])([F:22])[F:10])=[CH:4][CH:5]=1. The catalyst class is: 10. (7) The catalyst class is: 20. Reactant: [C:1]([OH:9])(=[O:8])[C:2]1[CH:7]=[CH:6][CH:5]=[CH:4][CH:3]=1.C1(P(C2C=CC=CC=2)C2C=CC=CC=2)C=CC=CC=1.[CH3:29][C@@H:30](O)[CH2:31][C@H:32]([OH:34])[CH3:33].C(OC(N=NC(OC(C)C)=O)=O)(C)C.C1(C)C=CC=CC=1. Product: [C:1]([O:9][C@@H:30]([CH3:29])[CH2:31][C@H:32]([OH:34])[CH3:33])(=[O:8])[C:2]1[CH:7]=[CH:6][CH:5]=[CH:4][CH:3]=1. (8) Reactant: Cl[C:2]1[N:7]=[CH:6][N:5]=[C:4]([C:8]2[CH:9]=[CH:10][C:11]([O:16][CH:17]3[CH2:22][CH2:21][O:20][CH2:19][CH2:18]3)=[C:12]([CH:15]=2)[C:13]#[N:14])[N:3]=1.[NH2:23][C:24]1[CH:29]=[CH:28][C:27]([N:30]2[CH2:35][CH2:34][N:33]([C:36](=[O:38])[CH3:37])[CH2:32][CH2:31]2)=[CH:26][CH:25]=1.C(N(CC)C(C)C)(C)C. Product: [C:36]([N:33]1[CH2:32][CH2:31][N:30]([C:27]2[CH:28]=[CH:29][C:24]([NH:23][C:2]3[N:7]=[CH:6][N:5]=[C:4]([C:8]4[CH:9]=[CH:10][C:11]([O:16][CH:17]5[CH2:22][CH2:21][O:20][CH2:19][CH2:18]5)=[C:12]([CH:15]=4)[C:13]#[N:14])[N:3]=3)=[CH:25][CH:26]=2)[CH2:35][CH2:34]1)(=[O:38])[CH3:37]. The catalyst class is: 10. (9) Reactant: [Cl:1][C:2]1[CH:3]=[C:4]([C:9]2[CH:10]=[C:11]([C:22]([O:24]CC)=[O:23])[O:12][C:13]=2[C:14]2[CH:19]=[CH:18][CH:17]=[C:16]([C:20]#[N:21])[CH:15]=2)[CH:5]=[C:6]([F:8])[CH:7]=1.[OH-].[Li+].O.Cl. Product: [Cl:1][C:2]1[CH:3]=[C:4]([C:9]2[CH:10]=[C:11]([C:22]([OH:24])=[O:23])[O:12][C:13]=2[C:14]2[CH:19]=[CH:18][CH:17]=[C:16]([C:20]#[N:21])[CH:15]=2)[CH:5]=[C:6]([F:8])[CH:7]=1. The catalyst class is: 7. (10) Reactant: Cl[C:2]1[N:7]=[N:6][C:5]([C:8]2[CH:13]=[CH:12][CH:11]=[CH:10][CH:9]=2)=[C:4]([N:14]2[CH2:19][CH2:18][N:17]([C:20]([C:22]3[CH:27]=[CH:26][CH:25]=[CH:24][CH:23]=3)=[O:21])[CH2:16][CH2:15]2)[CH:3]=1.[CH3:28][NH:29][CH3:30]. Product: [CH3:28][N:29]([CH3:30])[C:2]1[N:7]=[N:6][C:5]([C:8]2[CH:13]=[CH:12][CH:11]=[CH:10][CH:9]=2)=[C:4]([N:14]2[CH2:19][CH2:18][N:17]([C:20]([C:22]3[CH:27]=[CH:26][CH:25]=[CH:24][CH:23]=3)=[O:21])[CH2:16][CH2:15]2)[CH:3]=1. The catalyst class is: 92.